From a dataset of Reaction yield outcomes from USPTO patents with 853,638 reactions. Predict the reaction yield, written as a fraction of the theoretical maximum amount of product (1.0 means a 100% yield; for example, 0.34 means a 34% yield). (1) The reactants are CN(C(ON1N=NC2C=CC=CC1=2)=[N+](C)C)C.[B-](F)(F)(F)F.Cl.[N:24]1[CH:29]=[CH:28][CH:27]=[CH:26][C:25]=1[NH:30][CH2:31][CH2:32][CH2:33][O:34][C:35]1[CH:47]=[CH:46][C:38]([CH2:39][C@@H:40]([C:42]([O:44]C)=[O:43])[NH2:41])=[CH:37][CH:36]=1.[Cl:48][C:49]1[CH:57]=[CH:56][CH:55]=[CH:54][C:50]=1[C:51](O)=[O:52].CN1CCOCC1.[Li+].[OH-]. The catalyst is CN(C=O)C.O. The product is [Cl:48][C:49]1[CH:57]=[CH:56][CH:55]=[CH:54][C:50]=1[C:51]([NH:41][C@H:40]([C:42]([OH:44])=[O:43])[CH2:39][C:38]1[CH:46]=[CH:47][C:35]([O:34][CH2:33][CH2:32][CH2:31][NH:30][C:25]2[CH:26]=[CH:27][CH:28]=[CH:29][N:24]=2)=[CH:36][CH:37]=1)=[O:52]. The yield is 0.470. (2) The reactants are [Cl:1][C:2]1[N:3]=[C:4]([N:14]2[CH2:19][CH2:18][O:17][CH2:16][CH2:15]2)[C:5]2[N:11]=[C:10]([CH2:12]O)[CH:9]=[CH:8][C:6]=2[N:7]=1.C1(P(C2C=CC=CC=2)C2C=CC=CC=2)C=CC=CC=1.[Br:39]N1C(=O)CCC1=O.C1C(=O)N(Br)C(=O)C1.C1C(=O)N(Br)C(=O)C1. The catalyst is ClCCl. The product is [Br:39][CH2:12][C:10]1[CH:9]=[CH:8][C:6]2[N:7]=[C:2]([Cl:1])[N:3]=[C:4]([N:14]3[CH2:19][CH2:18][O:17][CH2:16][CH2:15]3)[C:5]=2[N:11]=1. The yield is 0.870. (3) The reactants are C(=O)([O-])[O-].[K+].[K+].[CH2:7](Br)[C:8]1[CH:13]=[CH:12][CH:11]=[CH:10][CH:9]=1.Cl.[Cl:16][CH2:17][CH2:18][NH:19][CH2:20][CH2:21][Cl:22]. The catalyst is C(#N)C. The product is [CH2:7]([N:19]([CH2:20][CH2:21][Cl:22])[CH2:18][CH2:17][Cl:16])[C:8]1[CH:13]=[CH:12][CH:11]=[CH:10][CH:9]=1. The yield is 0.650. (4) The reactants are [Cl:1][CH2:2][CH2:3][CH2:4][S:5]([O:8][CH2:9][C:10]([CH3:24])([CH3:23])[C@@H:11]([O:15][CH2:16][C:17]1[CH:22]=[CH:21][CH:20]=[CH:19][CH:18]=1)[C:12]([OH:14])=[O:13])(=[O:7])=[O:6].C(Cl)(=O)C(Cl)=O.[CH:31](O)([CH3:33])[CH3:32].N1C=CC=CC=1. The catalyst is ClCCl. The product is [Cl:1][CH2:2][CH2:3][CH2:4][S:5]([O:8][CH2:9][C:10]([CH3:24])([CH3:23])[C@@H:11]([O:15][CH2:16][C:17]1[CH:22]=[CH:21][CH:20]=[CH:19][CH:18]=1)[C:12]([O:14][CH:31]([CH3:33])[CH3:32])=[O:13])(=[O:6])=[O:7]. The yield is 0.750. (5) The reactants are [N+:1]([C:4]1[CH:5]=[C:6]([S:10]([N:13]2[CH2:18][CH2:17][CH2:16][CH2:15][CH:14]2[C:19]([OH:21])=[O:20])(=[O:12])=[O:11])[CH:7]=[CH:8][CH:9]=1)([O-:3])=[O:2].C1CCC(N=[C:29]=[N:30][CH:31]2[CH2:36][CH2:35][CH2:34][CH2:33][CH2:32]2)CC1.[CH2:37](Cl)Cl. The catalyst is CN(C1C=CN=CC=1)C.CCOC(C)=O. The product is [N+:1]([C:4]1[CH:5]=[C:6]([S:10]([N:13]2[CH2:18][CH2:17][CH2:16][CH2:15][CH:14]2[C:19]([O:21][CH2:37][CH2:32][CH2:33][C:34]2[CH:29]=[N:30][CH:31]=[CH:36][CH:35]=2)=[O:20])(=[O:11])=[O:12])[CH:7]=[CH:8][CH:9]=1)([O-:3])=[O:2]. The yield is 0.870. (6) The reactants are [NH2:1][C:2]1[CH:3]=[C:4]([CH:27]=[CH:28][CH:29]=1)[CH2:5][S:6][C:7]1[CH:12]=[CH:11][C:10]([Cl:13])=[CH:9][C:8]=1[NH:14][S:15]([C:18]1[O:19][C:20]2[CH:26]=[CH:25][CH:24]=[CH:23][C:21]=2[CH:22]=1)(=[O:17])=[O:16].[C:30](Cl)(=[O:32])[CH3:31].N1C=CC=CC=1. The catalyst is C(Cl)Cl.CN(C1C=CN=CC=1)C.Cl. The product is [O:19]1[C:20]2[CH:26]=[CH:25][CH:24]=[CH:23][C:21]=2[CH:22]=[C:18]1[S:15]([NH:14][C:8]1[CH:9]=[C:10]([Cl:13])[CH:11]=[CH:12][C:7]=1[S:6][CH2:5][C:4]1[CH:3]=[C:2]([NH:1][C:30](=[O:32])[CH3:31])[CH:29]=[CH:28][CH:27]=1)(=[O:17])=[O:16]. The yield is 0.680. (7) The reactants are C(Cl)(=O)C(Cl)=O.[F:7][C:8]1([F:15])[CH2:11][CH:10]([C:12](O)=[O:13])[CH2:9]1.[NH:16]([CH3:18])[CH3:17]. The catalyst is C(Cl)Cl.CN(C=O)C.C1COCC1. The product is [F:7][C:8]1([F:15])[CH2:11][CH:10]([C:12]([N:16]([CH3:18])[CH3:17])=[O:13])[CH2:9]1. The yield is 0.770. (8) The reactants are [N+:1]([C:4]1[CH:12]=[C:11]2[C:7]([CH:8]=[CH:9][NH:10]2)=[CH:6][CH:5]=1)([O-:3])=[O:2].CCN(C(C)C)C(C)C.[C:22](Br)([CH3:25])([CH3:24])[CH3:23]. The catalyst is CCCC[N+](CCCC)(CCCC)CCCC.[I-].C1(C)C=CC=CC=1.[O-]S(C(F)(F)F)(=O)=O.[Zn+2].[O-]S(C(F)(F)F)(=O)=O. The product is [C:22]([C:8]1[C:7]2[C:11](=[CH:12][C:4]([N+:1]([O-:3])=[O:2])=[CH:5][CH:6]=2)[NH:10][CH:9]=1)([CH3:25])([CH3:24])[CH3:23]. The yield is 0.190. (9) The reactants are [C:1](=O)([O:29]C1C=CC([N+]([O-])=O)=CC=1)[O:2][CH2:3][C:4]1[C:5]([CH2:20][C:21]2[CH:26]=[C:25]([F:27])[CH:24]=[CH:23][C:22]=2[F:28])=[N:6][C:7]([S:10]([C:13]2[CH:18]=[CH:17][C:16]([Cl:19])=[CH:15][CH:14]=2)(=[O:12])=[O:11])=[CH:8][CH:9]=1.CN1CCOCC1.[CH2:47]([NH2:54])[C:48]1[CH:53]=[CH:52][CH:51]=[CH:50][CH:49]=1.CCCCCC. The catalyst is ClCCl. The product is [CH2:47]([NH:54][C:1](=[O:29])[O:2][CH2:3][C:4]1[C:5]([CH2:20][C:21]2[CH:26]=[C:25]([F:27])[CH:24]=[CH:23][C:22]=2[F:28])=[N:6][C:7]([S:10]([C:13]2[CH:18]=[CH:17][C:16]([Cl:19])=[CH:15][CH:14]=2)(=[O:11])=[O:12])=[CH:8][CH:9]=1)[C:48]1[CH:53]=[CH:52][CH:51]=[CH:50][CH:49]=1. The yield is 0.680. (10) The reactants are [CH3:1][C:2]1[O:6][N:5]=[C:4]([C:7]2[CH:12]=[CH:11][CH:10]=[CH:9][CH:8]=2)[C:3]=1NC.Cl[C:16]1[CH:25]=[CH:24][C:19]([C:20]([O:22][CH3:23])=[O:21])=[CH:18][N:17]=1.[CH:26]([N:29](CC)C(C)C)(C)C.CS(C)=O. The catalyst is C(OCC)(=O)C. The product is [CH3:23][O:22][C:20](=[O:21])[C:19]1[CH:24]=[CH:25][C:16]([NH:29][CH2:26][C:3]2[C:4]([C:7]3[CH:8]=[CH:9][CH:10]=[CH:11][CH:12]=3)=[N:5][O:6][C:2]=2[CH3:1])=[N:17][CH:18]=1. The yield is 0.460.